This data is from Full USPTO retrosynthesis dataset with 1.9M reactions from patents (1976-2016). The task is: Predict the reactants needed to synthesize the given product. (1) Given the product [CH3:13][C:14]1[CH:19]=[C:18]([C:20]2[CH:25]=[CH:24][C:23]([CH2:26][NH:27][C:2]3[C:11]4[C:6](=[CH:7][C:8]([Cl:12])=[N:9][CH:10]=4)[CH:5]=[CH:4][N:3]=3)=[CH:22][CH:21]=2)[CH:17]=[CH:16][N:15]=1, predict the reactants needed to synthesize it. The reactants are: Cl[C:2]1[C:11]2[C:6](=[CH:7][C:8]([Cl:12])=[N:9][CH:10]=2)[CH:5]=[CH:4][N:3]=1.[CH3:13][C:14]1[CH:19]=[C:18]([C:20]2[CH:25]=[CH:24][C:23]([CH2:26][NH2:27])=[CH:22][CH:21]=2)[CH:17]=[CH:16][N:15]=1. (2) Given the product [Cl:29][C:23]1[CH:22]=[C:21]([C:18]2[CH:19]=[CH:20][N:16]([CH2:15][C@@H:14]([NH:13][C:11]([C:9]3[CH:10]=[C:6]([CH:3]([OH:5])[CH3:4])[NH:7][N:8]=3)=[O:12])[CH3:30])[N:17]=2)[CH:26]=[CH:25][C:24]=1[C:27]#[N:28], predict the reactants needed to synthesize it. The reactants are: [BH4-].[Na+].[C:3]([C:6]1[CH:10]=[C:9]([C:11]([NH:13][C@@H:14]([CH3:30])[CH2:15][N:16]2[CH:20]=[CH:19][C:18]([C:21]3[CH:26]=[CH:25][C:24]([C:27]#[N:28])=[C:23]([Cl:29])[CH:22]=3)=[N:17]2)=[O:12])[NH:8][N:7]=1)(=[O:5])[CH3:4].Cl.O. (3) The reactants are: C[O:2][C:3](=[O:27])[CH2:4][CH2:5][NH:6][C:7]([N:9]1[CH2:26][CH2:25][C:12]2([N:16]([C:17]3[CH:22]=[CH:21][CH:20]=[CH:19][CH:18]=3)[CH2:15][N:14]([CH3:23])[C:13]2=[O:24])[CH2:11][CH2:10]1)=[O:8].Cl. Given the product [CH3:23][N:14]1[C:13](=[O:24])[C:12]2([CH2:25][CH2:26][N:9]([C:7]([NH:6][CH2:5][CH2:4][C:3]([OH:27])=[O:2])=[O:8])[CH2:10][CH2:11]2)[N:16]([C:17]2[CH:18]=[CH:19][CH:20]=[CH:21][CH:22]=2)[CH2:15]1, predict the reactants needed to synthesize it. (4) The reactants are: [NH2:1][C@@H:2]1[CH2:7][CH2:6][CH2:5][N:4]([C:8]2[S:9][C:10]([NH:16][C:17]3[CH:22]=[CH:21][CH:20]=[CH:19][N:18]=3)=[C:11]([C:13]([NH2:15])=[O:14])[N:12]=2)[CH2:3]1.CN(C)C=O.C(N(C(C)C)CC)(C)C.[CH3:37][S:38](Cl)(=[O:40])=[O:39]. Given the product [CH3:37][S:38]([NH:1][C@@H:2]1[CH2:7][CH2:6][CH2:5][N:4]([C:8]2[S:9][C:10]([NH:16][C:17]3[CH:22]=[CH:21][CH:20]=[CH:19][N:18]=3)=[C:11]([C:13]([NH2:15])=[O:14])[N:12]=2)[CH2:3]1)(=[O:40])=[O:39], predict the reactants needed to synthesize it.